This data is from Catalyst prediction with 721,799 reactions and 888 catalyst types from USPTO. The task is: Predict which catalyst facilitates the given reaction. (1) Reactant: [CH3:1][C:2]1[O:6][C:5]([C:7]2[CH:12]=[CH:11][C:10]([OH:13])=[CH:9][CH:8]=2)=[N:4][C:3]=1[CH2:14][N:15]1[C:23]2[C:18](=[CH:19][C:20]([C:24]([OH:33])([C:29]([F:32])([F:31])[F:30])[C:25]([F:28])([F:27])[F:26])=[CH:21][CH:22]=2)[CH2:17][CH:16]1[CH3:34].C1CCN2C(=NCCC2)CC1.[CH3:46][O:47][C:48](=[O:51])[CH2:49]Br.[NH4+].[Cl-]. The catalyst class is: 215. Product: [CH3:46][O:47][C:48](=[O:51])[CH2:49][O:13][C:10]1[CH:9]=[CH:8][C:7]([C:5]2[O:6][C:2]([CH3:1])=[C:3]([CH2:14][N:15]3[C:23]4[C:18](=[CH:19][C:20]([C:24]([OH:33])([C:25]([F:26])([F:27])[F:28])[C:29]([F:32])([F:31])[F:30])=[CH:21][CH:22]=4)[CH2:17][CH:16]3[CH3:34])[N:4]=2)=[CH:12][CH:11]=1. (2) Reactant: C([O:3][C:4]([C:6]1[C:7]([C:12]2[CH:17]=[CH:16][C:15]([F:18])=[CH:14][CH:13]=2)=[N:8][O:9][C:10]=1[CH3:11])=O)C.O.[OH-].[Na+]. Product: [F:18][C:15]1[CH:14]=[CH:13][C:12]([C:7]2[C:6]([CH2:4][OH:3])=[C:10]([CH3:11])[O:9][N:8]=2)=[CH:17][CH:16]=1. The catalyst class is: 1. (3) Reactant: [C:1](N1C=CC=CC1=O)(N1C=CC=CC1=O)=[S:2].[CH3:17][O:18][C:19]1[CH:20]=[C:21]([C:25]2[N:30]=[CH:29][N:28]=[C:27]([NH2:31])[CH:26]=2)[CH:22]=[CH:23][CH:24]=1. Product: [N:31]([C:27]1[CH:26]=[C:25]([C:21]2[CH:22]=[CH:23][CH:24]=[C:19]([O:18][CH3:17])[CH:20]=2)[N:30]=[CH:29][N:28]=1)=[C:1]=[S:2]. The catalyst class is: 4. (4) Reactant: [CH2:1]([C@:4]1([CH3:22])[CH2:9][C:8]2[CH:10]=[CH:11][CH:12]=[CH:13][C:7]=2[N:6]([C:14]2[CH:19]=[CH:18][CH:17]=[CH:16][CH:15]=2)[S:5]1(=[O:21])=[O:20])[CH:2]=[CH2:3].C12BC(CCC1)CCC2.[OH-:32].[Na+].OO. Product: [CH3:22][C@@:4]1([CH2:1][CH2:2][CH2:3][OH:32])[CH2:9][C:8]2[CH:10]=[CH:11][CH:12]=[CH:13][C:7]=2[N:6]([C:14]2[CH:19]=[CH:18][CH:17]=[CH:16][CH:15]=2)[S:5]1(=[O:20])=[O:21]. The catalyst class is: 7. (5) Reactant: C([O:8][CH2:9][CH2:10][C@H:11]1[CH2:16][CH2:15][C@H:14]([C@H:17]2[CH2:21][CH2:20][CH2:19][N:18]2[C:22]2[C:27]([CH2:28][N:29]([CH2:36][C:37]3[CH:42]=[C:41]([C:43]([F:46])([F:45])[F:44])[CH:40]=[C:39]([C:47]([F:50])([F:49])[F:48])[CH:38]=3)[C:30]3[N:31]=[N:32][N:33]([CH3:35])[N:34]=3)=C[C:25]([C:51]([F:54])(F)F)=[CH:24][N:23]=2)[CH2:13][CH2:12]1)C1C=CC=CC=1.B(Br)(Br)Br. Product: [F:44][C:43]([F:46])([F:45])[C:41]1[CH:42]=[C:37]([CH:38]=[C:39]([C:47]([F:49])([F:50])[F:48])[CH:40]=1)[CH2:36][N:29]([CH2:28][C:27]1[C:22]([N:18]2[CH2:19][CH2:20][CH2:21][C@@H:17]2[C@H:14]2[CH2:13][CH2:12][C@H:11]([CH2:10][CH2:9][OH:8])[CH2:16][CH2:15]2)=[N:23][C:24]2[C:40]([CH:39]=1)=[CH:41][C:43]([F:44])=[C:51]([F:54])[CH:25]=2)[C:30]1[N:31]=[N:32][N:33]([CH3:35])[N:34]=1. The catalyst class is: 2.